From a dataset of Full USPTO retrosynthesis dataset with 1.9M reactions from patents (1976-2016). Predict the reactants needed to synthesize the given product. (1) Given the product [CH:7]([O:8][C:2]1[N:3]=[C:4]([NH:16][C:17]2[CH:21]=[C:20]([CH3:22])[NH:19][N:18]=2)[CH:5]=[C:6]2[C:15]=1[CH:14]=[CH:13][C:12]1[O:11][CH2:10][CH2:9][O:8][C:7]2=1)([CH3:12])[CH3:6], predict the reactants needed to synthesize it. The reactants are: Cl[C:2]1[N:3]=[C:4]([NH:16][C:17]2[CH:21]=[C:20]([CH3:22])[NH:19][N:18]=2)[CH:5]=[C:6]2[C:15]=1[CH:14]=[CH:13][C:12]1[O:11][CH2:10][CH2:9][O:8][C:7]2=1. (2) Given the product [Cl:12][C:13]1[CH:18]=[CH:17][C:16]([C:6]([C:5]2[CH:9]=[CH:10][CH:11]=[C:3]([O:2][CH3:1])[CH:4]=2)=[O:7])=[C:15]([CH3:22])[CH:14]=1, predict the reactants needed to synthesize it. The reactants are: [CH3:1][O:2][C:3]1[CH:4]=[C:5]([CH:9]=[CH:10][CH:11]=1)[C:6](Cl)=[O:7].[Cl:12][C:13]1[CH:18]=[CH:17][C:16](B(O)O)=[C:15]([CH3:22])[CH:14]=1.C(=O)([O-])[O-].[Na+].[Na+]. (3) Given the product [NH2:41][C@H:10]1[C@H:9]([OH:8])[C@@H:14]([CH3:15])[CH2:13][N:12]([C:16]2[CH:21]=[CH:20][N:19]=[CH:18][C:17]=2[NH:22][C:23]([C:25]2[CH:34]=[CH:33][C:32]3[C:27](=[CH:28][C:29]([CH:35]4[CH2:36][CH2:37][O:38][CH2:39][CH2:40]4)=[CH:30][CH:31]=3)[N:26]=2)=[O:24])[CH2:11]1, predict the reactants needed to synthesize it. The reactants are: [Si]([O:8][C@@H:9]1[C@@H:14]([CH3:15])[CH2:13][N:12]([C:16]2[CH:21]=[CH:20][N:19]=[CH:18][C:17]=2[NH:22][C:23]([C:25]2[CH:34]=[CH:33][C:32]3[C:27](=[CH:28][C:29]([C:35]4[CH2:36][CH2:37][O:38][CH2:39][CH:40]=4)=[CH:30][CH:31]=3)[N:26]=2)=[O:24])[CH2:11][C@H:10]1[NH:41]C(=O)OC(C)(C)C)(C(C)(C)C)(C)C.Cl.O1CCOCC1. (4) Given the product [Br:1][C:2]1[CH:3]=[C:4]2[CH:9]=[N:14][NH:8][C:5]2=[CH:6][N:7]=1, predict the reactants needed to synthesize it. The reactants are: [Br:1][C:2]1[N:7]=[CH:6][C:5]([NH2:8])=[C:4]([CH3:9])[CH:3]=1.C(O)(=O)C.[N:14]([O-])=O.[Na+]. (5) Given the product [OH:37][C:5]1[CH:6]=[C:7]2[O:11][C:10]3[C:12]([C:19]([NH:21][CH2:22][C:23]4[C:32]5[C:27](=[CH:28][CH:29]=[CH:30][CH:31]=5)[CH:26]=[CH:25][C:24]=4[CH3:33])=[O:20])=[C:13]([O:17][CH3:18])[CH:14]=[C:15]([OH:16])[C:9]=3[C@:8]2([CH3:36])[C:34](=[O:35])[C:4]=1/[C:1](=[N:43]/[O:42][CH2:41][C:38]([OH:40])=[O:39])/[CH3:2], predict the reactants needed to synthesize it. The reactants are: [C:1]([C:4]1[C:34](=[O:35])[C@@:8]2([CH3:36])[C:9]3[C:15]([OH:16])=[CH:14][C:13]([O:17][CH3:18])=[C:12]([C:19]([NH:21][CH2:22][C:23]4[C:32]5[C:27](=[CH:28][CH:29]=[CH:30][CH:31]=5)[CH:26]=[CH:25][C:24]=4[CH3:33])=[O:20])[C:10]=3[O:11][C:7]2=[CH:6][C:5]=1[OH:37])(=O)[CH3:2].[C:38]([CH2:41][O:42][NH2:43])([OH:40])=[O:39].C(=O)(O)[O-].[Na+]. (6) Given the product [ClH:24].[ClH:59].[CH3:3][NH:6][C:7]([C:9]1[C:17]2[CH:16]=[C:15]([C:18]3[C:23]([Cl:24])=[CH:22][N:21]=[C:20]([NH:25][CH2:26][CH2:27][CH2:28][C:29]4([CH2:36][CH3:37])[CH2:34][CH2:33][N:32]([CH3:35])[CH2:31][CH2:30]4)[N:19]=3)[S:14][C:13]=2[CH:12]=[CH:11][CH:10]=1)=[O:8], predict the reactants needed to synthesize it. The reactants are: Cl.Cl.[CH:3]1([NH:6][C:7]([C:9]2[C:17]3[CH:16]=[C:15]([C:18]4[C:23]([Cl:24])=[CH:22][N:21]=[C:20]([NH:25][CH2:26][CH2:27][CH2:28][C:29]5([CH2:36][CH3:37])[CH2:34][CH2:33][N:32]([CH3:35])[CH2:31][CH2:30]5)[N:19]=4)[S:14][C:13]=3[CH:12]=[CH:11][CH:10]=2)=[O:8])CC1.Cl.Cl.CNC(C1C2C=C(C3C([Cl:59])=CN=C(NCCCC4(CC)CCNCC4)N=3)SC=2C=CC=1)=O.